This data is from Catalyst prediction with 721,799 reactions and 888 catalyst types from USPTO. The task is: Predict which catalyst facilitates the given reaction. (1) Product: [NH2:1][C@H:2]([C:7]([O-:9])=[O:8])[CH2:3][C:4]([O-:6])=[O:5].[NH2:12][C@H:13]([C:18]([OH:20])=[O:19])[CH2:14][C:15](=[O:17])[NH2:16]. Reactant: [NH2:1][C@H:2]([C:7]([O-:9])=[O:8])[CH2:3][C:4]([O-:6])=[O:5].[NH4+].[NH4+].[NH2:12][C@H:13]([C:18]([OH:20])=[O:19])[CH2:14][C:15](=[O:17])[NH2:16].[OH-].[NH4+]. The catalyst class is: 6. (2) Reactant: [CH:1](=[O:5])[CH2:2][CH2:3][CH3:4].C(=O)[CH:7]([CH3:9])C.[CH3:11][C:12](C)(C(O)C(C)C)CO.C(C(C(O)CCC)C[OH:25])C.CC(C)(C(O)CCC)CO.C(C(C(O)C(C)C)CO)C.C(C(C(C)(O)CC)CO)C.CCC(O)CC(O)CCC.CC(C)(C(C)(O)CC)CO.CC(C(O)CC(O)CC)C. Product: [CH3:4][C:3]([OH:25])([CH2:2][CH:1]([OH:5])[CH2:7][CH3:9])[CH2:11][CH3:12]. The catalyst class is: 131. (3) Reactant: [NH2:1][C:2]1[CH:6]=[CH:5][S:4][C:3]=1[C:7]([O:9][CH3:10])=[O:8].[CH3:11][O:12][C:13]1[CH:18]=[CH:17][CH:16]=[CH:15][C:14]=1[S:19](Cl)(=[O:21])=[O:20]. Product: [CH3:11][O:12][C:13]1[CH:18]=[CH:17][CH:16]=[CH:15][C:14]=1[S:19]([NH:1][C:2]1[CH:6]=[CH:5][S:4][C:3]=1[C:7]([O:9][CH3:10])=[O:8])(=[O:21])=[O:20]. The catalyst class is: 17. (4) Reactant: [Br:1][CH2:2][C:3](Br)=[O:4].[C:6]([N:13]1[CH2:18][CH2:17][NH:16][CH2:15][CH2:14]1)([O:8][C:9]([CH3:12])([CH3:11])[CH3:10])=[O:7].C(N(CC)CC)C. Product: [C:9]([O:8][C:6]([N:13]1[CH2:18][CH2:17][N:16]([C:3](=[O:4])[CH2:2][Br:1])[CH2:15][CH2:14]1)=[O:7])([CH3:12])([CH3:10])[CH3:11]. The catalyst class is: 2. (5) Reactant: C(=O)(O)[O-].[Na+].[N:6]#[C:7]Br.[NH2:9][C:10]1[CH:11]=[C:12]([CH:17]=[C:18]([C:20]([F:23])([F:22])[F:21])[CH:19]=1)[C:13]([NH:15][NH2:16])=[O:14].CCOC(C)=O. Product: [NH2:9][C:10]1[CH:11]=[C:12]([C:13]2[O:14][C:7]([NH2:6])=[N:16][N:15]=2)[CH:17]=[C:18]([C:20]([F:23])([F:22])[F:21])[CH:19]=1. The catalyst class is: 8. (6) Reactant: [Cl:1][C:2]1[C:7]([CH2:8][C:9]2[S:10][C:11]([C:14]3[O:15][CH:16]=[CH:17][CH:18]=3)=[CH:12][N:13]=2)=[CH:6][C:5]([C@H:19]2[C@H:24]([OH:25])[C@@H:23]([OH:26])[C@H:22]([OH:27])[C@@H:21]([CH2:28][OH:29])[O:20]2)=[C:4]([OH:30])[CH:3]=1.Br[CH2:32][CH2:33][O:34][CH3:35].C([O-])([O-])=O.[K+].[K+]. Product: [Cl:1][C:2]1[C:7]([CH2:8][C:9]2[S:10][C:11]([C:14]3[O:15][CH:16]=[CH:17][CH:18]=3)=[CH:12][N:13]=2)=[CH:6][C:5]([C@H:19]2[C@H:24]([OH:25])[C@@H:23]([OH:26])[C@H:22]([OH:27])[C@@H:21]([CH2:28][OH:29])[O:20]2)=[C:4]([O:30][CH2:32][CH2:33][O:34][CH3:35])[CH:3]=1. The catalyst class is: 21. (7) Reactant: [Cl:1][C:2]1[CH:3]=[C:4]([CH:25]=[CH:26][C:27]=1[O:28][CH3:29])[CH2:5][O:6][C:7]1[C:12]([C:13]([NH:15][CH2:16][C:17]2[N:22]=[CH:21][CH:20]=[CH:19][N:18]=2)=[O:14])=[CH:11][N:10]=[C:9]([S:23][CH3:24])[N:8]=1.C1C=C(Cl)C=C(C(OO)=[O:38])C=1. Product: [Cl:1][C:2]1[CH:3]=[C:4]([CH:25]=[CH:26][C:27]=1[O:28][CH3:29])[CH2:5][O:6][C:7]1[C:12]([C:13]([NH:15][CH2:16][C:17]2[N:18]=[CH:19][CH:20]=[CH:21][N:22]=2)=[O:14])=[CH:11][N:10]=[C:9]([S:23]([CH3:24])=[O:38])[N:8]=1. The catalyst class is: 4.